Dataset: NCI-60 drug combinations with 297,098 pairs across 59 cell lines. Task: Regression. Given two drug SMILES strings and cell line genomic features, predict the synergy score measuring deviation from expected non-interaction effect. Drug 1: C1=NC2=C(N=C(N=C2N1C3C(C(C(O3)CO)O)O)F)N. Drug 2: CC1=C(N=C(N=C1N)C(CC(=O)N)NCC(C(=O)N)N)C(=O)NC(C(C2=CN=CN2)OC3C(C(C(C(O3)CO)O)O)OC4C(C(C(C(O4)CO)O)OC(=O)N)O)C(=O)NC(C)C(C(C)C(=O)NC(C(C)O)C(=O)NCCC5=NC(=CS5)C6=NC(=CS6)C(=O)NCCC[S+](C)C)O. Cell line: T-47D. Synergy scores: CSS=12.3, Synergy_ZIP=-4.47, Synergy_Bliss=-2.42, Synergy_Loewe=-1.97, Synergy_HSA=-1.21.